From a dataset of Forward reaction prediction with 1.9M reactions from USPTO patents (1976-2016). Predict the product of the given reaction. (1) Given the reactants Cl.[CH:2]([N:5]([C:7]([C:9]1[S:10][C:11]2[CH2:12][CH2:13][O:14][C:15]3[CH:22]=[C:21]([Br:23])[CH:20]=[CH:19][C:16]=3[C:17]=2[N:18]=1)=[O:8])[NH2:6])([CH3:4])[CH3:3].[CH3:24][O:25][CH2:26][C:27](Cl)=[O:28], predict the reaction product. The product is: [CH:2]([N:5]([C:7]([C:9]1[S:10][C:11]2[CH2:12][CH2:13][O:14][C:15]3[CH:22]=[C:21]([Br:23])[CH:20]=[CH:19][C:16]=3[C:17]=2[N:18]=1)=[O:8])[NH:6][C:27](=[O:28])[CH2:26][O:25][CH3:24])([CH3:4])[CH3:3]. (2) Given the reactants [CH3:1][O:2][C:3]([C@H:5]1[CH2:21][CH2:20][CH2:19][CH2:18][C@H:17]([NH:22][C:23]([O:25][C:26]([CH3:29])([CH3:28])[CH3:27])=[O:24])[C:16]2=[N:30][C:13](=[C:14](Br)[N:15]2[CH2:31][O:32][CH2:33][CH2:34][Si:35]([CH3:38])([CH3:37])[CH3:36])[C:12]2[C:7](=[CH:8][C:9]([NH:40][C:41]([O:43][CH3:44])=[O:42])=[CH:10][CH:11]=2)[N:6]1[C:45](=[O:50])[C:46]([F:49])([F:48])[F:47])=[O:4].[Br-].[CH3:52][N:53](C=O)C, predict the reaction product. The product is: [CH3:1][O:2][C:3]([C@H:5]1[CH2:21][CH2:20][CH2:19][CH2:18][C@H:17]([NH:22][C:23]([O:25][C:26]([CH3:29])([CH3:28])[CH3:27])=[O:24])[C:16]2=[N:30][C:13](=[C:14]([C:52]#[N:53])[N:15]2[CH2:31][O:32][CH2:33][CH2:34][Si:35]([CH3:38])([CH3:37])[CH3:36])[C:12]2[C:7](=[CH:8][C:9]([NH:40][C:41]([O:43][CH3:44])=[O:42])=[CH:10][CH:11]=2)[N:6]1[C:45](=[O:50])[C:46]([F:49])([F:48])[F:47])=[O:4]. (3) Given the reactants [F:1][C:2]1[CH:7]=[CH:6][C:5]([CH2:8][NH:9][C:10]([C:12]2[CH:17]=[CH:16][CH:15]=[C:14]([C:18]([O:20]C)=[O:19])[CH:13]=2)=[O:11])=[CH:4][C:3]=1[C:22]1[CH:27]=[CH:26][CH:25]=[C:24]([CH2:28][N:29]2[CH2:34][CH2:33][N:32]([C:35]([O:37][C:38]([CH3:41])([CH3:40])[CH3:39])=[O:36])[CH2:31][CH2:30]2)[CH:23]=1.O[Li].O.Cl, predict the reaction product. The product is: [CH3:41][C:38]([O:37][C:35]([N:32]1[CH2:31][CH2:30][N:29]([CH2:28][C:24]2[CH:23]=[C:22]([C:3]3[C:2]([F:1])=[CH:7][CH:6]=[C:5]([CH2:8][NH:9][C:10]([C:12]4[CH:13]=[C:14]([CH:15]=[CH:16][CH:17]=4)[C:18]([OH:20])=[O:19])=[O:11])[CH:4]=3)[CH:27]=[CH:26][CH:25]=2)[CH2:34][CH2:33]1)=[O:36])([CH3:39])[CH3:40]. (4) Given the reactants C([O:3][C:4]([C:6]1([NH:15][C:16](=[O:28])[C:17]2[CH:22]=[CH:21][CH:20]=[C:19]([Cl:23])[C:18]=2[O:24][CH:25]([CH3:27])[CH3:26])[CH2:14][C:13]2[C:8](=[CH:9][CH:10]=[CH:11][CH:12]=2)[CH2:7]1)=[O:5])C.[OH-].[K+].O, predict the reaction product. The product is: [Cl:23][C:19]1[C:18]([O:24][CH:25]([CH3:27])[CH3:26])=[C:17]([CH:22]=[CH:21][CH:20]=1)[C:16]([NH:15][C:6]1([C:4]([OH:5])=[O:3])[CH2:14][C:13]2[C:8](=[CH:9][CH:10]=[CH:11][CH:12]=2)[CH2:7]1)=[O:28]. (5) Given the reactants CC(C)([O-])C.[Na+].Cl[C:8]1[N:16]=[C:15]2[C:11]([N:12]=[CH:13][N:14]2[CH:17]2[CH2:22][CH2:21][CH2:20][CH2:19][O:18]2)=[C:10]([NH2:23])[N:9]=1.[CH3:24][C@@H:25]([OH:29])[CH2:26][CH2:27][CH3:28], predict the reaction product. The product is: [CH3:24][C@@H:25]([O:29][C:8]1[N:16]=[C:15]2[C:11]([N:12]=[CH:13][N:14]2[CH:17]2[CH2:22][CH2:21][CH2:20][CH2:19][O:18]2)=[C:10]([NH2:23])[N:9]=1)[CH2:26][CH2:27][CH3:28]. (6) The product is: [NH2:1][C:2]1[C:18]([C:19]([NH:29][C:24]2[CH:25]=[N:26][CH:27]=[CH:28][C:23]=2[CH3:22])=[O:20])=[C:5]2[N:6]=[C:7]3[CH2:13][CH2:12][N:11]([CH:14]4[CH2:15][O:16][CH2:17]4)[CH2:10][C:8]3=[CH:9][N:4]2[N:3]=1. Given the reactants [NH2:1][C:2]1[C:18]([C:19](O)=[O:20])=[C:5]2[N:6]=[C:7]3[CH2:13][CH2:12][N:11]([CH:14]4[CH2:17][O:16][CH2:15]4)[CH2:10][C:8]3=[CH:9][N:4]2[N:3]=1.[CH3:22][C:23]1[CH:28]=[CH:27][N:26]=[CH:25][C:24]=1[NH2:29].CN(C(ON1N=NC2C=CC=CC1=2)=[N+](C)C)C.[B-](F)(F)(F)F, predict the reaction product. (7) Given the reactants [C:1]([O:5][CH2:6][CH3:7])(=[O:4])[CH:2]=O.C1(C)C=CC=CC=1.[CH3:15][NH:16][NH2:17], predict the reaction product. The product is: [CH3:15][NH:16]/[N:17]=[CH:2]/[C:1]([O:5][CH2:6][CH3:7])=[O:4]. (8) The product is: [CH3:12][O:13][C:14]([NH:16][C@@H:17]([CH:31]([CH3:32])[CH3:33])[C:18]([N:20]1[C@@H:24]([CH3:25])[CH2:23][CH2:22][C@H:21]1[C:26]([O:28][CH2:29][CH3:30])=[O:27])=[O:19])=[O:15]. Given the reactants C(OC([C@@H]1CC[C@H](C)N1)=O)C.[CH3:12][O:13][C:14]([NH:16][C@@H:17]([CH:31]([CH3:33])[CH3:32])[C:18]([N:20]1[C@@H:24]([CH3:25])[CH2:23][CH2:22][C@H:21]1[C:26]([O:28][CH2:29][CH3:30])=[O:27])=[O:19])=[O:15].C(O)(C(F)(F)F)=O.COC(N[C@@H](C(C)C)C(O)=O)=O.CN(C(ON1N=NC2C=CC=NC1=2)=[N+](C)C)C.F[P-](F)(F)(F)(F)F.CCN(C(C)C)C(C)C, predict the reaction product. (9) Given the reactants C([Mg]Br)(C)C.[Br:6][C:7]1[CH:12]=[CH:11][C:10]([C:13]#[CH:14])=[CH:9][CH:8]=1.[CH2:15]([Si:19](Cl)([CH3:21])[CH3:20])[CH2:16][CH2:17][CH3:18], predict the reaction product. The product is: [Br:6][C:7]1[CH:12]=[CH:11][C:10]([C:13]#[C:14][Si:19]([CH2:15][CH2:16][CH2:17][CH3:18])([CH3:21])[CH3:20])=[CH:9][CH:8]=1. (10) Given the reactants [OH:1][C:2]1[CH:7]=[CH:6][CH:5]=[CH:4][C:3]=1[C:8]1[N:13]=[C:12]([N:14]2[C:18]([C:19]([F:22])([F:21])[F:20])=[C:17]([C:23]([O:25][CH2:26][CH3:27])=[O:24])[CH:16]=[N:15]2)[CH:11]=[CH:10][CH:9]=1.C(=O)([O-])[O-].[Cs+].[Cs+].Br[CH2:35][C:36]1[CH:41]=[CH:40][C:39]([O:42][CH2:43][CH2:44][O:45][CH3:46])=[CH:38][CH:37]=1, predict the reaction product. The product is: [CH3:46][O:45][CH2:44][CH2:43][O:42][C:39]1[CH:38]=[CH:37][C:36]([CH2:35][O:1][C:2]2[CH:7]=[CH:6][CH:5]=[CH:4][C:3]=2[C:8]2[N:13]=[C:12]([N:14]3[C:18]([C:19]([F:22])([F:21])[F:20])=[C:17]([C:23]([O:25][CH2:26][CH3:27])=[O:24])[CH:16]=[N:15]3)[CH:11]=[CH:10][CH:9]=2)=[CH:41][CH:40]=1.